Dataset: Retrosynthesis with 50K atom-mapped reactions and 10 reaction types from USPTO. Task: Predict the reactants needed to synthesize the given product. (1) Given the product COCOc1ccc(C2(C)COc3cc(OCOC)ccc3C2CCCCCCCCOS(=O)(=O)c2ccc(C)cc2)cc1, predict the reactants needed to synthesize it. The reactants are: COCOc1ccc(C2(C)COc3cc(OCOC)ccc3C2CCCCCCCCO)cc1.Cc1ccc(S(=O)(=O)Cl)cc1. (2) Given the product CCCCCCCCCCCCN1C(C)(C)CC(O)CC1(C)C, predict the reactants needed to synthesize it. The reactants are: CC1(C)CC(O)CC(C)(C)N1.CCCCCCCCCCCCBr. (3) Given the product Brc1ccc(OCc2ccccc2)nc1, predict the reactants needed to synthesize it. The reactants are: Brc1ccc(Br)nc1.OCc1ccccc1. (4) Given the product NS(=O)(=O)c1cc(C(=O)c2ccc3c4c([nH]c3c2)C(=O)NCC4)ccc1Cl, predict the reactants needed to synthesize it. The reactants are: C[Sn](C)(C)c1ccc2c3c([nH]c2c1)C(=O)NCC3.NS(=O)(=O)c1cc(C(=O)Cl)ccc1Cl. (5) Given the product C[C@H]1CN(c2c(F)cc3c(=O)c(C(=O)O)cn(C4CC4)c3c2F)C[C@H]1NC(=O)OC(C)(C)C, predict the reactants needed to synthesize it. The reactants are: C[C@H]1CNC[C@H]1NC(=O)OC(C)(C)C.O=C(O)c1cn(C2CC2)c2c(F)c(F)c(F)cc2c1=O. (6) Given the product O=C(Nc1ccc(F)nc1)N1CCN(c2ccnc(-c3cccc(F)c3F)n2)CC1, predict the reactants needed to synthesize it. The reactants are: Fc1cccc(-c2nccc(N3CCNCC3)n2)c1F.O=C(Nc1ccc(F)nc1)OCC(Cl)(Cl)Cl. (7) The reactants are: CC(c1nc2ccc(F)cc2c(Cl)c1-c1ccccc1)N1C(=O)c2ccccc2C1=O.CN1CCCC1=O. Given the product CC(c1nc2ccc(F)cc2c(C#N)c1-c1ccccc1)N1C(=O)c2ccccc2C1=O, predict the reactants needed to synthesize it. (8) The reactants are: BrCc1ccccn1.CC(C)Oc1ccc(Nc2nc(=O)[nH]c(=O)n2Cc2ccc(Cl)cc2)cc1F. Given the product CC(C)Oc1ccc(Nc2nc(=O)n(Cc3ccccn3)c(=O)n2Cc2ccc(Cl)cc2)cc1F, predict the reactants needed to synthesize it.